The task is: Predict the reaction yield, written as a fraction of the theoretical maximum amount of product (1.0 means a 100% yield; for example, 0.34 means a 34% yield).. This data is from Reaction yield outcomes from USPTO patents with 853,638 reactions. (1) The reactants are [Br:1][C:2]1[CH:3]=[C:4]2[C:9](=[CH:10][C:11]=1[O:12][CH3:13])[N:8]=[N:7][C:6]([C:14]([NH2:16])=O)=[C:5]2[Cl:17].O=P(Cl)(Cl)Cl.C(N(CC)CC)C.C([O-])(O)=O.[Na+]. The catalyst is C(Cl)Cl. The product is [Br:1][C:2]1[CH:3]=[C:4]2[C:9](=[CH:10][C:11]=1[O:12][CH3:13])[N:8]=[N:7][C:6]([C:14]#[N:16])=[C:5]2[Cl:17]. The yield is 0.870. (2) The reactants are [CH2:1]([O:4][CH2:5][CH2:6][CH2:7][CH2:8][CH2:9][CH2:10][OH:11])[CH2:2][CH3:3].C1C=C[NH+]=CC=1.C1C=C[NH+]=CC=1.[O-][Cr](O[Cr]([O-])(=O)=O)(=O)=O.ClCCl.C([O-])(=O)C.[Na+]. The catalyst is C(OCC)(=O)C. The product is [CH2:1]([O:4][CH2:5][CH2:6][CH2:7][CH2:8][CH2:9][CH:10]=[O:11])[CH2:2][CH3:3]. The yield is 0.710. (3) The reactants are Cl.[NH2:2][C@@H:3]1[CH2:7][C@H:6]([CH2:8][OH:9])[C@@H:5]([OH:10])[C@H:4]1[OH:11].[Cl:12][C:13]1[CH:18]=[C:17](Cl)[N:16]=[CH:15][N:14]=1.CCN(CC)CC. The catalyst is CCO. The product is [Cl:12][C:13]1[N:14]=[CH:15][N:16]=[C:17]([NH:2][C@@H:3]2[CH2:7][C@H:6]([CH2:8][OH:9])[C@@H:5]([OH:10])[C@H:4]2[OH:11])[CH:18]=1. The yield is 0.900. (4) The reactants are [O:1]1[C@H:3]2[CH2:4][C@@H:5]3[C@@H:21]([C@@:22]4([CH3:28])[CH2:23][CH2:24][C@H:25]([OH:27])[CH2:26][C:2]124)[CH2:20][CH2:19][C@@:18]1([CH3:29])[C@H:6]3[CH2:7][CH2:8][C@@H:9]1[C@H:10]([CH3:17])[CH2:11][CH2:12][CH2:13][CH:14]([CH3:16])[CH3:15].[NH2:30][CH2:31][CH2:32][C:33]1C2C(=CC=CC=2)NC=1.C(O)CCC. The catalyst is COC(C)(C)C. The product is [OH:1][C@:2]12[CH2:26][C@@H:25]([OH:27])[CH2:24][CH2:23][C@:22]1([CH3:28])[C@@H:21]1[C@H:5]([C@H:6]3[C@:18]([CH3:29])([CH2:19][CH2:20]1)[C@@H:9]([C@H:10]([CH3:17])[CH2:11][CH2:12][CH2:13][CH:14]([CH3:15])[CH3:16])[CH2:8][CH2:7]3)[CH2:4][C@H:3]2[NH:30][CH2:31][CH2:32][CH3:33]. The yield is 0.590.